From a dataset of NCI-60 drug combinations with 297,098 pairs across 59 cell lines. Regression. Given two drug SMILES strings and cell line genomic features, predict the synergy score measuring deviation from expected non-interaction effect. Drug 1: COC1=CC(=CC(=C1O)OC)C2C3C(COC3=O)C(C4=CC5=C(C=C24)OCO5)OC6C(C(C7C(O6)COC(O7)C8=CC=CS8)O)O. Drug 2: CCN(CC)CCCC(C)NC1=C2C=C(C=CC2=NC3=C1C=CC(=C3)Cl)OC. Cell line: BT-549. Synergy scores: CSS=39.6, Synergy_ZIP=-6.30, Synergy_Bliss=-1.52, Synergy_Loewe=-11.3, Synergy_HSA=1.90.